Dataset: Retrosynthesis with 50K atom-mapped reactions and 10 reaction types from USPTO. Task: Predict the reactants needed to synthesize the given product. Given the product CC(C)(C)COc1c(/C=C/c2nc3sccn3c2C(=O)NCc2cccc(C(F)(F)F)c2)cccc1OC(F)F, predict the reactants needed to synthesize it. The reactants are: CC(C)(C)COc1c(/C=C/c2nc3sccn3c2C(=O)O)cccc1OC(F)F.NCc1cccc(C(F)(F)F)c1.